Predict the reactants needed to synthesize the given product. From a dataset of Full USPTO retrosynthesis dataset with 1.9M reactions from patents (1976-2016). (1) Given the product [CH3:17][C:8]1[CH:7]=[C:6]([CH2:2][C:4]#[N:5])[CH:11]=[C:10]([CH2:12][C:15]#[N:16])[CH:9]=1, predict the reactants needed to synthesize it. The reactants are: C[C:2]([C:6]1[CH:7]=[C:8]([CH2:17]N2N=CN=C2)[CH:9]=[C:10]([C:12]([C:15]#[N:16])(C)C)[CH:11]=1)([C:4]#[N:5])C.BrCC1C=C(C)C=C(CBr)C=1.[C-]#N.[K+]. (2) Given the product [Cl:38][C:31]1[CH:32]=[C:33]([C:36]#[N:37])[CH:34]=[CH:35][C:30]=1[CH:28]([O:27][C:21]1[CH:20]=[C:19]([N:18]2[C:12]3[CH:11]=[C:10]([CH2:9][OH:8])[N:15]=[CH:14][C:13]=3[N:16]=[CH:17]2)[S:23][C:22]=1[C:24]([NH2:26])=[O:25])[CH3:29], predict the reactants needed to synthesize it. The reactants are: [Si]([O:8][CH2:9][C:10]1[N:15]=[CH:14][C:13]2[N:16]=[CH:17][N:18]([C:19]3[S:23][C:22]([C:24]([NH2:26])=[O:25])=[C:21]([O:27][CH:28]([C:30]4[CH:35]=[CH:34][C:33]([C:36]#[N:37])=[CH:32][C:31]=4[Cl:38])[CH3:29])[CH:20]=3)[C:12]=2[CH:11]=1)(C(C)(C)C)(C)C.[F-].C([N+](CCCC)(CCCC)CCCC)CCC. (3) Given the product [F:23][C:22]([F:25])([F:24])[S:19]([O:11][C:8]1[CH2:7][CH2:6][CH:5]([C:1]([CH3:4])([CH3:2])[CH3:3])[CH2:10][CH:9]=1)(=[O:21])=[O:20], predict the reactants needed to synthesize it. The reactants are: [C:1]([CH:5]1[CH2:10][CH2:9][C:8](=[O:11])[CH2:7][CH2:6]1)([CH3:4])([CH3:3])[CH3:2].C1(N[S:19]([C:22]([F:25])([F:24])[F:23])(=[O:21])=[O:20])C=CC=CC=1.C[Si]([N-][Si](C)(C)C)(C)C.[Na+].